This data is from Forward reaction prediction with 1.9M reactions from USPTO patents (1976-2016). The task is: Predict the product of the given reaction. (1) Given the reactants [CH3:1][C:2]1([CH3:8])[CH2:4][CH:3]1[C:5](O)=[O:6].CN(C)C=O.C(Cl)(=O)C(Cl)=O.Cl.[NH2:21][C:22]1[N:23]=[C:24]2[CH:29]=[CH:28][C:27]([O:30][C:31]3[CH:32]=[CH:33][C:34]([F:47])=[C:35]([NH:37][C:38]([C:40]4[N:44]([CH3:45])[N:43]=[C:42]([CH3:46])[CH:41]=4)=[O:39])[CH:36]=3)=[N:26][N:25]2[CH:48]=1, predict the reaction product. The product is: [CH3:1][C:2]1([CH3:8])[CH2:4][CH:3]1[C:5]([NH:21][C:22]1[N:23]=[C:24]2[CH:29]=[CH:28][C:27]([O:30][C:31]3[CH:32]=[CH:33][C:34]([F:47])=[C:35]([NH:37][C:38]([C:40]4[N:44]([CH3:45])[N:43]=[C:42]([CH3:46])[CH:41]=4)=[O:39])[CH:36]=3)=[N:26][N:25]2[CH:48]=1)=[O:6]. (2) The product is: [Br:1][C:2]1[C:7]([O:8][CH3:9])=[CH:6][C:5]2[C:4]([CH:3]=1)=[N:10][C:11]1[C:12](=[CH:16][CH:17]=[C:18]([O:20][CH3:21])[CH:19]=1)[C:13]=2[Cl:24].[Br:1][C:2]1[C:3]2[C:4](=[N:10][C:11]3[C:12]([C:13]=2[Cl:24])=[CH:16][CH:17]=[C:18]([O:20][CH3:21])[CH:19]=3)[CH:5]=[CH:6][C:7]=1[O:8][CH3:9]. Given the reactants [Br:1][C:2]1[CH:3]=[C:4]([NH:10][C:11]2[CH:19]=[C:18]([O:20][CH3:21])[CH:17]=[CH:16][C:12]=2[C:13](O)=O)[CH:5]=[CH:6][C:7]=1[O:8][CH3:9].P(Cl)(Cl)([Cl:24])=O, predict the reaction product. (3) Given the reactants [CH2:1]([O:3][C:4](=[O:20])[CH:5]([O:17][CH2:18][CH3:19])[CH2:6][C:7]1[C:15]2[O:14][CH2:13][CH2:12][C:11]=2[C:10]([OH:16])=[CH:9][CH:8]=1)[CH3:2].[C:21]([C:25]1[CH:30]=[CH:29][C:28]([C:31]2[O:32][C:33]([CH3:38])=[C:34]([CH2:36]Cl)[N:35]=2)=[CH:27][CH:26]=1)([CH3:24])([CH3:23])[CH3:22].C(=O)([O-])[O-].[K+].[K+].[I-].[K+], predict the reaction product. The product is: [CH2:1]([O:3][C:4](=[O:20])[CH:5]([O:17][CH2:18][CH3:19])[CH2:6][C:7]1[C:15]2[O:14][CH2:13][CH2:12][C:11]=2[C:10]([O:16][CH2:36][C:34]2[N:35]=[C:31]([C:28]3[CH:27]=[CH:26][C:25]([C:21]([CH3:24])([CH3:23])[CH3:22])=[CH:30][CH:29]=3)[O:32][C:33]=2[CH3:38])=[CH:9][CH:8]=1)[CH3:2]. (4) Given the reactants [O:1]=[C:2]1[CH:8]([C:9]#[N:10])[C:7]2[CH:11]=[CH:12][CH:13]=[CH:14][C:6]=2[NH:5][C:4]2[CH:15]=[CH:16][CH:17]=[CH:18][C:3]1=2.C(=O)([O-])[O-].[K+].[K+].[CH2:25](I)[CH3:26], predict the reaction product. The product is: [CH2:25]([C:8]1[C:7]2[C:6]([N:5]3[C:4]4[CH:15]=[CH:16][CH:17]=[CH:18][C:3]=4[C:2](=[O:1])[NH:10][C:9]=13)=[CH:14][CH:13]=[CH:12][CH:11]=2)[CH3:26]. (5) Given the reactants [CH:1]1([CH2:4][NH:5][CH2:6][CH2:7][C:8]2[C:16]3[C:11](=[CH:12][CH:13]=[C:14]([F:17])[CH:15]=3)[NH:10][CH:9]=2)[CH2:3][CH2:2]1.[Br:18][C:19]1[C:20]([C:25](O)=[O:26])=[N:21][CH:22]=[CH:23][CH:24]=1, predict the reaction product. The product is: [CH:1]1([CH2:4][N:5]([CH2:6][CH2:7][C:8]2[C:16]3[C:11](=[CH:12][CH:13]=[C:14]([F:17])[CH:15]=3)[NH:10][CH:9]=2)[C:25]([C:20]2[C:19]([Br:18])=[CH:24][CH:23]=[CH:22][N:21]=2)=[O:26])[CH2:3][CH2:2]1.